Dataset: NCI-60 drug combinations with 297,098 pairs across 59 cell lines. Task: Regression. Given two drug SMILES strings and cell line genomic features, predict the synergy score measuring deviation from expected non-interaction effect. (1) Drug 1: CCC1=C2CN3C(=CC4=C(C3=O)COC(=O)C4(CC)O)C2=NC5=C1C=C(C=C5)O. Drug 2: C1C(C(OC1N2C=NC(=NC2=O)N)CO)O. Cell line: 786-0. Synergy scores: CSS=10.2, Synergy_ZIP=-1.62, Synergy_Bliss=3.50, Synergy_Loewe=-10.4, Synergy_HSA=1.44. (2) Drug 1: C1=CC(=CC=C1CC(C(=O)O)N)N(CCCl)CCCl.Cl. Drug 2: C(CN)CNCCSP(=O)(O)O. Cell line: SF-295. Synergy scores: CSS=18.5, Synergy_ZIP=-7.04, Synergy_Bliss=-4.32, Synergy_Loewe=-23.9, Synergy_HSA=-1.93. (3) Synergy scores: CSS=59.3, Synergy_ZIP=4.36, Synergy_Bliss=3.06, Synergy_Loewe=-7.30, Synergy_HSA=2.94. Drug 2: CN1C2=C(C=C(C=C2)N(CCCl)CCCl)N=C1CCCC(=O)O.Cl. Cell line: K-562. Drug 1: CC1=C2C(C(=O)C3(C(CC4C(C3C(C(C2(C)C)(CC1OC(=O)C(C(C5=CC=CC=C5)NC(=O)OC(C)(C)C)O)O)OC(=O)C6=CC=CC=C6)(CO4)OC(=O)C)OC)C)OC. (4) Drug 1: CN(CCCl)CCCl.Cl. Drug 2: COC1=C2C(=CC3=C1OC=C3)C=CC(=O)O2. Cell line: UACC62. Synergy scores: CSS=14.6, Synergy_ZIP=-4.35, Synergy_Bliss=-1.58, Synergy_Loewe=-4.87, Synergy_HSA=-0.614. (5) Drug 1: C1=CC(=CC=C1CCC2=CNC3=C2C(=O)NC(=N3)N)C(=O)NC(CCC(=O)O)C(=O)O. Synergy scores: CSS=5.20, Synergy_ZIP=-5.50, Synergy_Bliss=-8.10, Synergy_Loewe=-5.25, Synergy_HSA=-5.20. Cell line: HOP-92. Drug 2: C1=CN(C=N1)CC(O)(P(=O)(O)O)P(=O)(O)O. (6) Drug 1: C1CC(=O)NC(=O)C1N2CC3=C(C2=O)C=CC=C3N. Drug 2: C1=CC(=CC=C1CC(C(=O)O)N)N(CCCl)CCCl.Cl. Cell line: A498. Synergy scores: CSS=16.6, Synergy_ZIP=-1.05, Synergy_Bliss=9.56, Synergy_Loewe=7.20, Synergy_HSA=7.20. (7) Synergy scores: CSS=43.4, Synergy_ZIP=-2.27, Synergy_Bliss=-0.784, Synergy_Loewe=-0.614, Synergy_HSA=0.805. Drug 2: CC1C(C(CC(O1)OC2CC(CC3=C2C(=C4C(=C3O)C(=O)C5=CC=CC=C5C4=O)O)(C(=O)C)O)N)O. Cell line: M14. Drug 1: CS(=O)(=O)C1=CC(=C(C=C1)C(=O)NC2=CC(=C(C=C2)Cl)C3=CC=CC=N3)Cl.